Dataset: Forward reaction prediction with 1.9M reactions from USPTO patents (1976-2016). Task: Predict the product of the given reaction. (1) Given the reactants C(N=C=NC(C)C)(C)C.[F:10][C:11]1[CH:16]=[CH:15][C:14]([C:17]2[O:21][N:20]=[C:19]([NH2:22])[CH:18]=2)=[CH:13][CH:12]=1.[CH2:23]([O:25][C:26](=[O:31])[CH2:27][C:28](O)=[O:29])[CH3:24], predict the reaction product. The product is: [CH2:23]([O:25][C:26](=[O:31])[CH2:27][C:28]([NH:22][C:19]1[CH:18]=[C:17]([C:14]2[CH:13]=[CH:12][C:11]([F:10])=[CH:16][CH:15]=2)[O:21][N:20]=1)=[O:29])[CH3:24]. (2) Given the reactants [Br:1][C:2]1[C:7]([Cl:8])=[CH:6][C:5]([NH:9][C:10]2[N:14](CC3C=CC(OC)=CC=3)[N:13]=[C:12]([N:24]([CH3:26])[CH3:25])[N:11]=2)=[CH:4][C:3]=1[Cl:27].C(O)(C(F)(F)F)=O, predict the reaction product. The product is: [Br:1][C:2]1[C:3]([Cl:27])=[CH:4][C:5]([NH:9][C:10]2[N:11]=[C:12]([N:24]([CH3:25])[CH3:26])[NH:13][N:14]=2)=[CH:6][C:7]=1[Cl:8]. (3) Given the reactants FC(F)(F)C(O)=O.[OH:8][C:9]1[CH:14]=[CH:13][C:12]([C:15]([F:18])([F:17])[F:16])=[CH:11][C:10]=1[C:19]1[N:23]([CH:24]2[CH2:27][N:26](C(OC(C)(C)C)=O)[CH2:25]2)[N:22]=[CH:21][CH:20]=1.N.CC1C=CC(COC(NNC(C2C=NC=CN=2)=O)=O)=CC=1, predict the reaction product. The product is: [NH:26]1[CH2:25][CH:24]([N:23]2[C:19]([C:10]3[CH:11]=[C:12]([C:15]([F:16])([F:17])[F:18])[CH:13]=[CH:14][C:9]=3[OH:8])=[CH:20][CH:21]=[N:22]2)[CH2:27]1. (4) Given the reactants [NH2:1][C:2]1[S:6][N:5]=[C:4]([C:7]2[CH:12]=[CH:11][C:10]([NH2:13])=[CH:9][CH:8]=2)[C:3]=1[C:14]([NH2:16])=[O:15].C(N(CC)C(C)C)(C)C.[C:26]1([CH3:35])[CH:31]=[CH:30][C:29]([N:32]=[C:33]=[O:34])=[CH:28][CH:27]=1, predict the reaction product. The product is: [NH2:1][C:2]1[S:6][N:5]=[C:4]([C:7]2[CH:8]=[CH:9][C:10]([NH:13][C:33]([NH:32][C:29]3[CH:30]=[CH:31][C:26]([CH3:35])=[CH:27][CH:28]=3)=[O:34])=[CH:11][CH:12]=2)[C:3]=1[C:14]([NH2:16])=[O:15]. (5) Given the reactants [C:1]([C:4]1[CH:11]=[CH:10][C:7]([CH:8]=[O:9])=[CH:6][CH:5]=1)([OH:3])=[O:2].C(OC(O[C:15]([CH3:18])([CH3:17])[CH3:16])=O)(O[C:15]([CH3:18])([CH3:17])[CH3:16])=O, predict the reaction product. The product is: [C:15]([O:2][C:1](=[O:3])[C:4]1[CH:11]=[CH:10][C:7]([CH:8]=[O:9])=[CH:6][CH:5]=1)([CH3:18])([CH3:17])[CH3:16]. (6) Given the reactants CON(C)[C:4]([C:6]1[CH:11]=[CH:10][C:9]([O:12][CH3:13])=[CH:8][N:7]=1)=[O:5].[CH3:15][Li], predict the reaction product. The product is: [CH3:13][O:12][C:9]1[CH:10]=[CH:11][C:6]([C:4](=[O:5])[CH3:15])=[N:7][CH:8]=1. (7) Given the reactants [Cl:1][C:2]1[CH:3]=[C:4]([CH2:9][C:10]([N:12]2[CH:21]3[CH:16]([CH2:17][CH2:18][CH2:19][CH:20]3[N:22]3[CH2:26][CH2:25][CH2:24][CH2:23]3)[NH:15][CH2:14][CH2:13]2)=[O:11])[CH:5]=[CH:6][C:7]=1[Cl:8].Cl[C:28]([O:30][CH3:31])=[O:29], predict the reaction product. The product is: [CH3:31][O:30][C:28]([N:15]1[CH:16]2[CH:21]([CH:20]([N:22]3[CH2:26][CH2:25][CH2:24][CH2:23]3)[CH2:19][CH2:18][CH2:17]2)[N:12]([C:10](=[O:11])[CH2:9][C:4]2[CH:5]=[CH:6][C:7]([Cl:8])=[C:2]([Cl:1])[CH:3]=2)[CH2:13][CH2:14]1)=[O:29].